From a dataset of Forward reaction prediction with 1.9M reactions from USPTO patents (1976-2016). Predict the product of the given reaction. (1) Given the reactants [CH:1]1([CH2:4][NH:5][C:6]([C:8]2[S:9][C:10]([C:13]3[CH:18]=[CH:17][N:16]4[N:19]=[CH:20][C:21]([CH:22]=O)=[C:15]4[N:14]=3)=[CH:11][CH:12]=2)=[O:7])[CH2:3][CH2:2]1.C(O)C.[NH:27]1[CH2:33][C:31](=[O:32])[NH:30][C:28]1=[O:29].N1CCCCC1, predict the reaction product. The product is: [CH:1]1([CH2:4][NH:5][C:6]([C:8]2[S:9][C:10]([C:13]3[CH:18]=[CH:17][N:16]4[N:19]=[CH:20][C:21]([CH:22]=[C:33]5[C:31](=[O:32])[NH:30][C:28](=[O:29])[NH:27]5)=[C:15]4[N:14]=3)=[CH:11][CH:12]=2)=[O:7])[CH2:3][CH2:2]1. (2) Given the reactants N[C:2]1[CH:3]=[C:4]([C:8]2[CH:13]=[CH:12][C:11]([CH:14]([N:22]([CH3:39])[C:23](=[O:38])[CH2:24][N:25]3[C:30]4[CH:31]=[C:32]([Cl:36])[C:33]([Cl:35])=[CH:34][C:29]=4[O:28][CH2:27][C:26]3=[O:37])[CH2:15][N:16]3[CH2:21][CH2:20][O:19][CH2:18][CH2:17]3)=[CH:10][CH:9]=2)[CH:5]=[CH:6][CH:7]=1.[CH2:40]([S:42](Cl)(=[O:44])=[O:43])[CH3:41].C([N:48](CC)CC)C, predict the reaction product. The product is: [Cl:36][C:32]1[C:33]([Cl:35])=[CH:34][C:29]2[O:28][CH2:27][C:26](=[O:37])[N:25]([CH2:24][C:23]([N:22]([CH:14]([C:11]3[CH:10]=[CH:9][C:8]([C:4]4[CH:5]=[CH:6][CH:7]=[CH:2][CH:3]=4)=[CH:13][C:12]=3[NH:48][S:42]([CH2:40][CH3:41])(=[O:44])=[O:43])[CH2:15][N:16]3[CH2:21][CH2:20][O:19][CH2:18][CH2:17]3)[CH3:39])=[O:38])[C:30]=2[CH:31]=1. (3) Given the reactants [CH3:1][N:2]([CH3:13])[CH2:3][CH2:4][O:5][CH2:6][CH2:7][O:8][CH2:9][CH2:10][C:11]#[N:12].[NH2:14][OH:15], predict the reaction product. The product is: [CH3:13][N:2]([CH3:1])[CH2:3][CH2:4][O:5][CH2:6][CH2:7][O:8][CH2:9][CH2:10][C:11](=[N:14][OH:15])[NH2:12].